From a dataset of Full USPTO retrosynthesis dataset with 1.9M reactions from patents (1976-2016). Predict the reactants needed to synthesize the given product. (1) Given the product [N:15]1[NH:16][N:17]=[N:18][C:19]=1[C:20]1[CH:27]=[CH:26][C:23]([CH:24]2[C:8]([C:9]3[CH:13]=[CH:12][S:11][CH:10]=3)=[C:7]([C:3]3[CH:2]=[N:1][CH:6]=[CH:5][CH:4]=3)[NH:31][C:29](=[O:30])[NH:28]2)=[CH:22][CH:21]=1, predict the reactants needed to synthesize it. The reactants are: [N:1]1[CH:6]=[CH:5][CH:4]=[C:3]([C:7](=O)[CH2:8][C:9]2[CH:13]=[CH:12][S:11][CH:10]=2)[CH:2]=1.[N:15]1[NH:16][N:17]=[N:18][C:19]=1[C:20]1[CH:27]=[CH:26][C:23]([CH:24]=O)=[CH:22][CH:21]=1.[NH2:28][C:29]([NH2:31])=[O:30].Cl. (2) The reactants are: [CH2:1]([O:8][C:9]1[CH:10]=[C:11]2[C:16](=[CH:17][C:18]=1[O:19][CH3:20])[CH:15]([CH2:21]S(C1N(C3C=CC=CC=3)N=NN=1)(=O)=O)[N:14](C(OC(C)(C)C)=O)[CH2:13][CH2:12]2)[C:2]1[CH:7]=[CH:6][CH:5]=[CH:4][CH:3]=1.[CH3:43][C:44]1[CH:53]=[C:52]2[C:47]([CH2:48][CH2:49][CH2:50][O:51]2)=[CH:46][C:45]=1[CH:54]=O.C[Si]([N-][Si](C)(C)C)(C)C.[Li+]. Given the product [CH2:1]([O:8][C:9]1[CH:10]=[C:11]2[C:16](=[CH:17][C:18]=1[O:19][CH3:20])[CH:15](/[CH:21]=[CH:54]/[C:45]1[CH:46]=[C:47]3[C:52](=[CH:53][C:44]=1[CH3:43])[O:51][CH2:50][CH2:49][CH2:48]3)[NH:14][CH2:13][CH2:12]2)[C:2]1[CH:7]=[CH:6][CH:5]=[CH:4][CH:3]=1, predict the reactants needed to synthesize it. (3) Given the product [C:30]([O:29][C:27]([N:15]1[CH2:16][CH2:17][N:18]([CH2:20][C:21]2[CH:26]=[CH:25][CH:24]=[CH:23][CH:22]=2)[CH2:19][C@H:14]1[CH:1]([C:8]1[CH:9]=[CH:10][CH:11]=[CH:12][CH:13]=1)[C:2]1[CH:7]=[CH:6][CH:5]=[CH:4][CH:3]=1)=[O:28])([CH3:33])([CH3:32])[CH3:31], predict the reactants needed to synthesize it. The reactants are: [CH:1]([C@@H:14]1[CH2:19][N:18]([CH2:20][C:21]2[CH:26]=[CH:25][CH:24]=[CH:23][CH:22]=2)[CH2:17][CH2:16][NH:15]1)([C:8]1[CH:13]=[CH:12][CH:11]=[CH:10][CH:9]=1)[C:2]1[CH:7]=[CH:6][CH:5]=[CH:4][CH:3]=1.[C:27](O[C:27]([O:29][C:30]([CH3:33])([CH3:32])[CH3:31])=[O:28])([O:29][C:30]([CH3:33])([CH3:32])[CH3:31])=[O:28].[Cl-].[Na+].C(OC(C)C)(C)C.